Dataset: Reaction yield outcomes from USPTO patents with 853,638 reactions. Task: Predict the reaction yield, written as a fraction of the theoretical maximum amount of product (1.0 means a 100% yield; for example, 0.34 means a 34% yield). (1) The reactants are [Na].[NH:2]1[C:6]2([CH2:10][CH2:9][CH2:8][CH2:7]2)[CH2:5][N:4]=[C:3]1[NH2:11].[C:12](OCC)(=[O:17])[CH2:13][C:14]([O-])=[O:15]. The catalyst is CO.CCOCC. The product is [OH:17][C:12]1[N:11]=[C:3]2[NH:2][C:6]3([CH2:10][CH2:9][CH2:8][CH2:7]3)[CH2:5][N:4]2[C:14](=[O:15])[CH:13]=1. The yield is 0.740. (2) The reactants are [C:1]([O:5][C:6](=[O:33])[NH:7][CH:8]1[CH2:13][CH2:12][CH:11]([NH:14][C:15]2[N:20]=[C:19]3[NH:21][N:22]=[C:23]([C:24]4[CH:29]=[CH:28][N:27]=[C:26](S(C)=O)[N:25]=4)[C:18]3=[CH:17][N:16]=2)[CH2:10][CH2:9]1)([CH3:4])([CH3:3])[CH3:2].[C:34]([O:38][C:39](=[O:51])[NH:40][CH2:41][CH2:42][CH:43]([NH2:50])[C:44]1[CH:49]=[CH:48][CH:47]=[CH:46][CH:45]=1)([CH3:37])([CH3:36])[CH3:35]. No catalyst specified. The product is [C:1]([O:5][C:6](=[O:33])[NH:7][CH:8]1[CH2:13][CH2:12][CH:11]([NH:14][C:15]2[N:20]=[C:19]3[NH:21][N:22]=[C:23]([C:24]4[CH:29]=[CH:28][N:27]=[C:26]([NH:50][CH:43]([C:44]5[CH:45]=[CH:46][CH:47]=[CH:48][CH:49]=5)[CH2:42][CH2:41][NH:40][C:39]([O:38][C:34]([CH3:37])([CH3:36])[CH3:35])=[O:51])[N:25]=4)[C:18]3=[CH:17][N:16]=2)[CH2:10][CH2:9]1)([CH3:4])([CH3:3])[CH3:2]. The yield is 0.0710.